Predict the reaction yield, written as a fraction of the theoretical maximum amount of product (1.0 means a 100% yield; for example, 0.34 means a 34% yield). From a dataset of Reaction yield outcomes from USPTO patents with 853,638 reactions. (1) The reactants are [F:1][C:2]1[CH:7]=[CH:6][C:5]([OH:8])=[CH:4][C:3]=1[CH3:9].C(=O)([O-])[O-].[Cs+].[Cs+].Br[C:17]1[CH:18]=[C:19]([N:23]([CH2:31][C:32]2[CH:37]=[CH:36][CH:35]=[C:34]([O:38][C:39]([F:42])([F:41])[F:40])[CH:33]=2)[CH2:24][C@@H:25]([OH:30])[C:26]([F:29])([F:28])[F:27])[CH:20]=[CH:21][CH:22]=1.C1(C(O)=O)C2C(=CC=CC=2)C=CC=1. The catalyst is CN(C)C(=O)C.C1(C)C=CC=CC=1. The product is [F:1][C:2]1[CH:7]=[CH:6][C:5]([O:8][C:21]2[CH:20]=[C:19]([N:23]([CH2:31][C:32]3[CH:37]=[CH:36][CH:35]=[C:34]([O:38][C:39]([F:40])([F:41])[F:42])[CH:33]=3)[CH2:24][C@@H:25]([OH:30])[C:26]([F:27])([F:28])[F:29])[CH:18]=[CH:17][CH:22]=2)=[CH:4][C:3]=1[CH3:9]. The yield is 0.230. (2) The reactants are [CH3:1][N:2]1[CH2:10][CH2:9][CH:5]([C:6]([NH2:8])=O)[CH2:4][CH2:3]1.[H-].[Al+3].[Li+].[H-].[H-].[H-].O.[OH-].[Na+]. The catalyst is C1COCC1. The product is [NH2:8][CH2:6][CH:5]1[CH2:9][CH2:10][N:2]([CH3:1])[CH2:3][CH2:4]1. The yield is 0.110.